Dataset: Forward reaction prediction with 1.9M reactions from USPTO patents (1976-2016). Task: Predict the product of the given reaction. Given the reactants Br[C:2]1[CH:7]=[CH:6][C:5]([F:8])=[CH:4][C:3]=1[CH3:9].[NH2:10][C:11]1[CH:16]=[CH:15][C:14]([C:17]([C:19]2[CH:24]=[CH:23][C:22]([C:25]([N:27]3[CH2:32][CH2:31][O:30][CH2:29][CH2:28]3)=[O:26])=[CH:21][C:20]=2[CH3:33])=[O:18])=[C:13]([Cl:34])[CH:12]=1.C1C=CC(P(C2C=CC3C(=CC=CC=3)C=2C2C3C(=CC=CC=3)C=CC=2P(C2C=CC=CC=2)C2C=CC=CC=2)C2C=CC=CC=2)=CC=1.C([O-])([O-])=O.[Cs+].[Cs+], predict the reaction product. The product is: [Cl:34][C:13]1[CH:12]=[C:11]([NH:10][C:2]2[CH:7]=[CH:6][C:5]([F:8])=[CH:4][C:3]=2[CH3:9])[CH:16]=[CH:15][C:14]=1[C:17]([C:19]1[CH:24]=[CH:23][C:22]([C:25]([N:27]2[CH2:32][CH2:31][O:30][CH2:29][CH2:28]2)=[O:26])=[CH:21][C:20]=1[CH3:33])=[O:18].